Dataset: Catalyst prediction with 721,799 reactions and 888 catalyst types from USPTO. Task: Predict which catalyst facilitates the given reaction. Reactant: [NH2:1][CH:2]([C:4]([OH:6])=[O:5])[CH3:3].[CH3:7][CH2:8][CH2:9][CH2:10][CH2:11][CH2:12][CH2:13][CH2:14][CH2:15][CH2:16][CH:17](O)[CH3:18].CC1C=CC(S(O)(=O)=O)=CC=1. Product: [NH2:1][CH:2]([CH3:3])[C:4]([O:6][CH2:18][CH2:17][CH2:16][CH2:15][CH2:14][CH2:13][CH2:12][CH2:11][CH2:10][CH2:9][CH2:8][CH3:7])=[O:5]. The catalyst class is: 11.